Predict which catalyst facilitates the given reaction. From a dataset of Catalyst prediction with 721,799 reactions and 888 catalyst types from USPTO. Reactant: [NH2:1][C:2]1[N:3]=[N:4][C:5](Cl)=[CH:6][CH:7]=1.C([O-])([O-])=O.[Na+].[Na+].CCO[C:18]([CH3:20])=O. Product: [CH3:5][N:4]1[CH:20]=[C:18]([C:5]2[N:4]=[N:3][C:2]([NH2:1])=[CH:7][CH:6]=2)[CH:2]=[N:3]1. The catalyst class is: 492.